Dataset: Reaction yield outcomes from USPTO patents with 853,638 reactions. Task: Predict the reaction yield, written as a fraction of the theoretical maximum amount of product (1.0 means a 100% yield; for example, 0.34 means a 34% yield). (1) The reactants are [CH2:1]([N:8]1[C:12](=[O:13])[N:11]([C:14]2[CH:15]=[N:16][N:17]([CH2:19][C:20]3[C:21]([CH3:26])=[N:22][O:23][C:24]=3[CH3:25])[CH:18]=2)[C:10](=[O:27])[NH:9]1)[C:2]1[CH:7]=[CH:6][CH:5]=[CH:4][CH:3]=1.Br[CH2:29][CH2:30][CH3:31]. No catalyst specified. The product is [CH2:1]([N:8]1[C:12](=[O:13])[N:11]([C:14]2[CH:15]=[N:16][N:17]([CH2:19][C:20]3[C:21]([CH3:26])=[N:22][O:23][C:24]=3[CH3:25])[CH:18]=2)[C:10](=[O:27])[N:9]1[CH2:29][CH2:30][CH3:31])[C:2]1[CH:3]=[CH:4][CH:5]=[CH:6][CH:7]=1. The yield is 0.380. (2) The reactants are Cl[C:2]1[C:11]2[C:6](=[CH:7][CH:8]=[C:9]([Cl:12])[N:10]=2)[N:5]=[CH:4][C:3]=1[C:13](=[O:15])[CH3:14].[CH3:16][N:17]([CH3:23])[CH:18]1[CH2:22][CH2:21][NH:20][CH2:19]1. No catalyst specified. The product is [Cl:12][C:9]1[N:10]=[C:11]2[C:6](=[CH:7][CH:8]=1)[N:5]=[CH:4][C:3]([C:13](=[O:15])[CH3:14])=[C:2]2[NH:10][C:11]1[CH:6]=[N:5][C:4]([N:20]2[CH2:21][CH2:22][CH:18]([N:17]([CH3:23])[CH3:16])[CH2:19]2)=[CH:3][CH:2]=1. The yield is 0.890. (3) The reactants are [NH2:1][CH2:2][CH:3]1[CH2:8][CH2:7][N:6]([C:9]2[N:13]([CH3:14])[N:12]=[CH:11][C:10]=2[NH2:15])[CH2:5][CH2:4]1.C(OC([NH:23][C:24]1[S:28][C:27]([CH:29]2[CH2:32][CH2:31][CH2:30]2)=[N:26][C:25]=1[C:33](O)=[O:34])=O)(C)(C)C. No catalyst specified. The product is [NH2:23][C:24]1[S:28][C:27]([CH:29]2[CH2:32][CH2:31][CH2:30]2)=[N:26][C:25]=1[C:33]([NH:15][C:10]1[CH:11]=[N:12][N:13]([CH3:14])[C:9]=1[N:6]1[CH2:7][CH2:8][CH:3]([CH2:2][NH2:1])[CH2:4][CH2:5]1)=[O:34]. The yield is 0.370. (4) The reactants are [CH2:1]([O:8][C:9](=[O:39])[N:10]([C@H:12]([C:14](=[O:38])[NH:15][C:16]1[C:17](=[O:37])[N:18]([CH2:23][C:24]2[CH:29]=[CH:28][CH:27]=[C:26]([O:30][C:31]3[CH:36]=[CH:35][CH:34]=[CH:33][CH:32]=3)[CH:25]=2)[C:19](Cl)=[CH:20][CH:21]=1)[CH3:13])[CH3:11])[C:2]1[CH:7]=[CH:6][CH:5]=[CH:4][CH:3]=1.[C:40]1(B(O)O)[CH:45]=[CH:44][CH:43]=[CH:42][CH:41]=1.[F-].[K+]. The catalyst is [Pd].[Pd].C(=CC(C=CC1C=CC=CC=1)=O)C1C=CC=CC=1.C(=CC(C=CC1C=CC=CC=1)=O)C1C=CC=CC=1.C(=CC(C=CC1C=CC=CC=1)=O)C1C=CC=CC=1.C1COCC1. The product is [CH2:1]([O:8][C:9](=[O:39])[N:10]([C@H:12]([C:14](=[O:38])[NH:15][C:16]1[C:17](=[O:37])[N:18]([CH2:23][C:24]2[CH:29]=[CH:28][CH:27]=[C:26]([O:30][C:31]3[CH:36]=[CH:35][CH:34]=[CH:33][CH:32]=3)[CH:25]=2)[C:19]([C:40]2[CH:45]=[CH:44][CH:43]=[CH:42][CH:41]=2)=[CH:20][CH:21]=1)[CH3:13])[CH3:11])[C:2]1[CH:7]=[CH:6][CH:5]=[CH:4][CH:3]=1. The yield is 0.800. (5) The reactants are [O:1]1[CH2:5][CH2:4][CH2:3][CH2:2]1.[CH3:6][NH:7][CH:8]([C:12]1[CH:13]=[N:14][CH:15]=[CH:16][C:17]=1[C:18]([F:21])([F:20])[F:19])[CH:9]([CH3:11])[CH3:10].C(Cl)(=O)CCC. The yield is 0.860. The catalyst is C(N(CC)CC)C. The product is [CH3:6][N:7]([CH:8]([C:12]1[CH:13]=[N:14][CH:15]=[CH:16][C:17]=1[C:18]([F:19])([F:21])[F:20])[CH:9]([CH3:11])[CH3:10])[C:2](=[O:1])[CH2:3][CH2:4][CH3:5]. (6) The reactants are [CH3:1][C:2]1[N:6]([CH2:7][C:8]2[C:17]3[C:12](=[CH:13][CH:14]=[CH:15][CH:16]=3)[CH:11]=[CH:10][CH:9]=2)[C:5]2[CH:18]=[C:19]([N:26]3[CH2:31][CH2:30][O:29][CH2:28][CH2:27]3)[CH:20]=[C:21]([C:22]([O:24]C)=[O:23])[C:4]=2[N:3]=1.[Li+].[OH-].Cl. The catalyst is C1COCC1.O. The product is [CH3:1][C:2]1[N:6]([CH2:7][C:8]2[C:17]3[C:12](=[CH:13][CH:14]=[CH:15][CH:16]=3)[CH:11]=[CH:10][CH:9]=2)[C:5]2[CH:18]=[C:19]([N:26]3[CH2:31][CH2:30][O:29][CH2:28][CH2:27]3)[CH:20]=[C:21]([C:22]([OH:24])=[O:23])[C:4]=2[N:3]=1. The yield is 0.910. (7) The reactants are Br[C:2]1[CH:3]=[C:4]([C:16]([NH:18][CH2:19][C:20]2[C:21](=[O:28])[NH:22][C:23]([CH3:27])=[CH:24][C:25]=2[CH3:26])=[O:17])[C:5]2[CH:6]=[N:7][N:8]([CH:11]3[CH2:15][CH2:14][CH2:13][CH2:12]3)[C:9]=2[CH:10]=1.O[C:30]1[CH:31]=[C:32](B(O)O)[CH:33]=[CH:34][CH:35]=1.[C:39]([O-])([O-])=[O:40].[Na+].[Na+].C(Cl)Cl. The catalyst is O1CCOCC1.C1C=CC([P]([Pd]([P](C2C=CC=CC=2)(C2C=CC=CC=2)C2C=CC=CC=2)([P](C2C=CC=CC=2)(C2C=CC=CC=2)C2C=CC=CC=2)[P](C2C=CC=CC=2)(C2C=CC=CC=2)C2C=CC=CC=2)(C2C=CC=CC=2)C2C=CC=CC=2)=CC=1. The product is [CH:11]1([N:8]2[C:9]3[CH:10]=[C:2]([C:32]4[CH:33]=[CH:34][CH:35]=[C:30]([CH2:39][OH:40])[CH:31]=4)[CH:3]=[C:4]([C:16]([NH:18][CH2:19][C:20]4[C:21](=[O:28])[NH:22][C:23]([CH3:27])=[CH:24][C:25]=4[CH3:26])=[O:17])[C:5]=3[CH:6]=[N:7]2)[CH2:15][CH2:14][CH2:13][CH2:12]1. The yield is 0.754. (8) The reactants are [Br:1][C:2]1[C:3]([O:12][CH2:13][CH:14]2[CH2:16][CH2:15]2)=[CH:4][C:5](=[O:11])[N:6]([CH2:8][S:9][CH3:10])[CH:7]=1.C1C=C(Cl)C=C(C(OO)=[O:25])C=1.[OH2:28]. The catalyst is C(Cl)Cl. The product is [Br:1][C:2]1[C:3]([O:12][CH2:13][CH:14]2[CH2:16][CH2:15]2)=[CH:4][C:5](=[O:11])[N:6]([CH2:8][S:9]([CH3:10])(=[O:25])=[O:28])[CH:7]=1. The yield is 0.720. (9) The reactants are [C:1]([PH2:5])([CH3:4])([CH3:3])[CH3:2].[Li]CCCC.[CH2:11]1[C:17]2[CH:18]=[CH:19][CH:20]=[CH:21][C:16]=2[CH2:15]OS(=O)(=O)O1.[OH:24]O. The catalyst is C1COCC1. The product is [C:1]([P:5]1(=[O:24])[CH2:11][C:17]2[C:16](=[CH:21][CH:20]=[CH:19][CH:18]=2)[CH2:15]1)([CH3:4])([CH3:3])[CH3:2]. The yield is 0.940. (10) The reactants are P12(SP3(SP(SP(S3)(S1)=S)(=S)S2)=S)=[S:2].[NH2:15][C:16]1[C:17](=O)[NH:18][C:19](=[O:26])[N:20]([CH2:23][CH2:24][CH3:25])[C:21]=1[NH2:22]. The catalyst is N1C=CC=CC=1. The product is [NH2:15][C:16]1[C:17]([SH:2])=[N:18][C:19](=[O:26])[N:20]([CH2:23][CH2:24][CH3:25])[C:21]=1[NH2:22]. The yield is 0.690.